This data is from Full USPTO retrosynthesis dataset with 1.9M reactions from patents (1976-2016). The task is: Predict the reactants needed to synthesize the given product. Given the product [S:23]1[C:32]2[CH:31]=[C:30]([CH2:33][NH:1][CH:2]3[CH2:7][CH2:6][N:5]([CH2:8][C@@H:9]4[N:19]5[C:20]6[N:11]([C:12](=[O:22])[CH:13]=[CH:14][C:15]=6[N:16]=[CH:17][C:18]5=[O:21])[CH2:10]4)[CH2:4][CH2:3]3)[N:29]=[CH:28][C:27]=2[O:26][CH2:25][CH2:24]1, predict the reactants needed to synthesize it. The reactants are: [NH2:1][CH:2]1[CH2:7][CH2:6][N:5]([CH2:8][CH:9]2[N:19]3[C:20]4[N:11]([C:12](=[O:22])[CH:13]=[CH:14][C:15]=4[N:16]=[CH:17][C:18]3=[O:21])[CH2:10]2)[CH2:4][CH2:3]1.[S:23]1[C:32]2[CH:31]=[C:30]([CH:33]=O)[N:29]=[CH:28][C:27]=2[O:26][CH2:25][CH2:24]1.C(O[BH-](OC(=O)C)OC(=O)C)(=O)C.[Na+].